This data is from Forward reaction prediction with 1.9M reactions from USPTO patents (1976-2016). The task is: Predict the product of the given reaction. (1) Given the reactants [NH2:1][C:2]1[N:7]=[C:6]([C:8]2[O:9][CH:10]=[CH:11][CH:12]=2)[C:5]([C:13]#[N:14])=[C:4](S(C)=O)[N:3]=1.Cl.[CH2:19]([O:26][C:27](=[O:32])[NH:28][CH2:29][CH2:30][NH2:31])[C:20]1[CH:25]=[CH:24][CH:23]=[CH:22][CH:21]=1.C1CCN2C(=NCCC2)CC1, predict the reaction product. The product is: [CH2:19]([O:26][C:27](=[O:32])[NH:28][CH2:29][CH2:30][NH:31][C:4]1[C:5]([C:13]#[N:14])=[C:6]([C:8]2[O:9][CH:10]=[CH:11][CH:12]=2)[N:7]=[C:2]([NH2:1])[N:3]=1)[C:20]1[CH:25]=[CH:24][CH:23]=[CH:22][CH:21]=1. (2) Given the reactants [O:1]=[C:2]1[N:8]([CH:9]2[CH2:14][CH2:13][N:12]([C:15]([O:17][C@H:18]([CH2:35][C:36]3[CH:41]=[C:40]([C:42]([F:45])([F:44])[F:43])[C:39]([NH2:46])=[C:38]([Cl:47])[CH:37]=3)[C:19]([N:21]3[CH2:26][CH2:25][CH:24]([N:27]4[CH2:31][CH2:30][CH2:29][C@H:28]4[C:32]([OH:34])=[O:33])[CH2:23][CH2:22]3)=[O:20])=[O:16])[CH2:11][CH2:10]2)[CH2:7][CH2:6][C:5]2[CH:48]=[CH:49][CH:50]=[CH:51][C:4]=2[NH:3]1.[N:52]1([CH2:58][CH2:59]O)[CH2:57][CH2:56][O:55][CH2:54][CH2:53]1, predict the reaction product. The product is: [O:1]=[C:2]1[N:8]([CH:9]2[CH2:14][CH2:13][N:12]([C:15]([O:17][C@H:18]([CH2:35][C:36]3[CH:41]=[C:40]([C:42]([F:43])([F:45])[F:44])[C:39]([NH2:46])=[C:38]([Cl:47])[CH:37]=3)[C:19]([N:21]3[CH2:22][CH2:23][CH:24]([N:27]4[CH2:31][CH2:30][CH2:29][C@H:28]4[C:32]([O:34][CH2:59][CH2:58][N:52]4[CH2:57][CH2:56][O:55][CH2:54][CH2:53]4)=[O:33])[CH2:25][CH2:26]3)=[O:20])=[O:16])[CH2:11][CH2:10]2)[CH2:7][CH2:6][C:5]2[CH:48]=[CH:49][CH:50]=[CH:51][C:4]=2[NH:3]1. (3) The product is: [CH:1]1([CH:8]=[O:9])[CH2:7][CH2:6][CH2:5][CH2:4][CH2:3][CH2:2]1. Given the reactants [CH:1]1([CH2:8][OH:9])[CH2:7][CH2:6][CH2:5][CH2:4][CH2:3][CH2:2]1.C1C=C[NH+]=CC=1.[O-][Cr](Cl)(=O)=O, predict the reaction product. (4) Given the reactants [F:1][C:2]([F:18])([F:17])[C:3]1[O:4][C:5]2[CH:6]=[CH:7][C:8]3[CH2:14][CH2:13][NH:12][CH2:11][CH2:10][C:9]=3[C:15]=2[N:16]=1.Br[CH2:20][CH2:21][CH2:22][Cl:23], predict the reaction product. The product is: [Cl:23][CH2:22][CH2:21][CH2:20][N:12]1[CH2:11][CH2:10][C:9]2[C:15]3[N:16]=[C:3]([C:2]([F:17])([F:1])[F:18])[O:4][C:5]=3[CH:6]=[CH:7][C:8]=2[CH2:14][CH2:13]1. (5) Given the reactants [CH3:1][C:2]1[CH2:11][C:10](=O)[C:9]2[C:4](=[CH:5][CH:6]=[C:7]([C:13]([F:16])([F:15])[F:14])[CH:8]=2)[N:3]=1.CN(C)C=O.P(Cl)(Cl)([Cl:24])=O.C(=O)(O)[O-].[Na+], predict the reaction product. The product is: [Cl:24][C:10]1[C:9]2[C:4](=[CH:5][CH:6]=[C:7]([C:13]([F:16])([F:15])[F:14])[CH:8]=2)[N:3]=[C:2]([CH3:1])[CH:11]=1.